Dataset: Reaction yield outcomes from USPTO patents with 853,638 reactions. Task: Predict the reaction yield, written as a fraction of the theoretical maximum amount of product (1.0 means a 100% yield; for example, 0.34 means a 34% yield). (1) The reactants are Br[Mg][C:3]1[CH:8]=[CH:7][C:6]([CH3:9])=[CH:5][N:4]=1.Br[CH2:11][C:12]1[CH:21]=[C:20]2[C:15]([CH:16]=[C:17]([C:26]([O:28][CH2:29][CH3:30])=[O:27])[CH:18]([C:22]([F:25])([F:24])[F:23])[O:19]2)=[CH:14][C:13]=1[Cl:31]. The catalyst is [Cl-].[Cl-].[Zn+2].Cl[Pd](Cl)([P](C1C=CC=CC=1)(C1C=CC=CC=1)C1C=CC=CC=1)[P](C1C=CC=CC=1)(C1C=CC=CC=1)C1C=CC=CC=1.C1COCC1. The product is [Cl:31][C:13]1[CH:14]=[C:15]2[C:20](=[CH:21][C:12]=1[CH2:11][C:3]1[CH:8]=[CH:7][C:6]([CH3:9])=[CH:5][N:4]=1)[O:19][CH:18]([C:22]([F:25])([F:24])[F:23])[C:17]([C:26]([O:28][CH2:29][CH3:30])=[O:27])=[CH:16]2. The yield is 0.150. (2) The reactants are [CH3:1][O:2][N:3]1[CH2:8][CH2:7][CH2:6][CH2:5][C:4]1=O.[Li+].CC([N-]C(C)C)C.C1C=CC(N([S:32]([C:35]([F:38])([F:37])[F:36])(=[O:34])=[O:33])[S:32]([C:35]([F:38])([F:37])[F:36])(=[O:34])=[O:33])=CC=1.C1C[O:42]CC1. The catalyst is CCOC(C)=O. The product is [CH3:1][O:2][N:3]1[CH2:8][CH:7]=[C:6]([O:33][S:32]([C:35]([F:38])([F:37])[F:36])(=[O:42])=[O:34])[CH2:5][CH2:4]1. The yield is 0.710.